This data is from Forward reaction prediction with 1.9M reactions from USPTO patents (1976-2016). The task is: Predict the product of the given reaction. (1) Given the reactants [Br:1][C:2]1[CH:3]=[CH:4][C:5]([O:9][CH3:10])=[C:6]([OH:8])[CH:7]=1.Cl[CH:12]1[CH2:17][CH2:16][CH2:15][CH2:14][C:13]1=[O:18].C(=O)([O-])[O-].[K+].[K+].CN(C=O)C, predict the reaction product. The product is: [Br:1][C:2]1[CH:3]=[CH:4][C:5]([O:9][CH3:10])=[C:6]([O:8][CH:12]2[CH2:17][CH2:16][CH2:15][CH2:14][C:13]2=[O:18])[CH:7]=1. (2) Given the reactants CS(O[CH:6]1[CH2:11][CH2:10][N:9]([C:12]2[N:17]=[CH:16][C:15]([CH2:18][CH3:19])=[CH:14][N:13]=2)[CH2:8][CH2:7]1)(=O)=O.[Br:20][C:21]1[CH:22]=[C:23]2[C:27](=[CH:28][CH:29]=1)[NH:26][CH:25]=[CH:24]2.[OH-].[K+], predict the reaction product. The product is: [Br:20][C:21]1[CH:22]=[C:23]2[C:27](=[CH:28][CH:29]=1)[N:26]([CH:6]1[CH2:11][CH2:10][N:9]([C:12]3[N:17]=[CH:16][C:15]([CH2:18][CH3:19])=[CH:14][N:13]=3)[CH2:8][CH2:7]1)[CH:25]=[CH:24]2. (3) Given the reactants [CH2:1]([C@@H:8]([CH2:12][CH2:13][C@H:14]([CH2:34][C:35]1[CH:40]=[CH:39][CH:38]=[CH:37][CH:36]=1)[C:15]([NH:17][C@H:18]1[CH2:24][CH2:23][S:22][C@H:21]2[CH2:25][CH2:26][CH2:27][C@@H:28]([C:29]([O:31][CH3:32])=[O:30])[N:20]2[C:19]1=[O:33])=[O:16])[C:9](O)=[O:10])[C:2]1[CH:7]=[CH:6][CH:5]=[CH:4][CH:3]=1.FC(F)(F)C(O)=O.[NH2:48][C@H:49]1[CH2:56][CH2:55][CH2:54][CH2:53][CH2:52][N:51]([CH2:57][C:58]2[CH:63]=[CH:62][CH:61]=[CH:60][CH:59]=2)[C:50]1=[O:64], predict the reaction product. The product is: [CH2:34]([C@@H:14]([CH2:13][CH2:12][C@H:8]([CH2:1][C:2]1[CH:3]=[CH:4][CH:5]=[CH:6][CH:7]=1)[C:9]([NH:48][C@H:49]1[CH2:56][CH2:55][CH2:54][CH2:53][CH2:52][N:51]([CH2:57][C:58]2[CH:63]=[CH:62][CH:61]=[CH:60][CH:59]=2)[C:50]1=[O:64])=[O:10])[C:15]([NH:17][C@H:18]1[CH2:24][CH2:23][S:22][C@H:21]2[CH2:25][CH2:26][CH2:27][C@@H:28]([C:29]([O:31][CH3:32])=[O:30])[N:20]2[C:19]1=[O:33])=[O:16])[C:35]1[CH:40]=[CH:39][CH:38]=[CH:37][CH:36]=1. (4) Given the reactants CC1(C)OC2C[CH2:8][CH:9]([C:11]3[CH:16]=[CH:15][C:14]([N:17]4CC(CNC(=O)C)OC4=O)=[CH:13][C:12]=3[F:28])CC2O1.[OH2:30].C1(C)C=CC(S(O)(=O)=[O:38])=CC=1, predict the reaction product. The product is: [F:28][C:12]1[CH:13]=[C:14]([N+:17]([O-:38])=[O:30])[CH:15]=[CH:16][C:11]=1[CH:9]=[CH2:8]. (5) Given the reactants [CH3:1][O:2][C:3](=[O:13])[CH2:4][O:5][C:6]1[CH:11]=[CH:10][C:9]([NH2:12])=[CH:8][CH:7]=1.[CH2:14]([O:21][CH2:22][C:23](O)=[O:24])[C:15]1[CH:20]=[CH:19][CH:18]=[CH:17][CH:16]=1.C1(N=C=NC2CCCCC2)CCCCC1, predict the reaction product. The product is: [CH3:1][O:2][C:3](=[O:13])[CH2:4][O:5][C:6]1[CH:11]=[CH:10][C:9]([NH:12][C:23](=[O:24])[CH2:22][O:21][CH2:14][C:15]2[CH:20]=[CH:19][CH:18]=[CH:17][CH:16]=2)=[CH:8][CH:7]=1.